This data is from Forward reaction prediction with 1.9M reactions from USPTO patents (1976-2016). The task is: Predict the product of the given reaction. (1) Given the reactants [CH3:1][C:2]1([CH3:47])[C@H:5]([C:6]([N:8]2[CH2:13][CH2:12][CH2:11][CH2:10][CH2:9]2)=[O:7])[CH2:4][C@@H:3]1[NH:14][C:15]([C@:17]12[CH2:43][CH2:42][C@@H:41]([C:44]([CH3:46])=[CH2:45])[C@@H:18]1[C@@H:19]1[C@@:32]([CH3:35])([CH2:33][CH2:34]2)[C@@:31]2([CH3:36])[C@@H:22]([C@:23]3([CH3:40])[C@@H:28]([CH2:29][CH2:30]2)[C:27]([CH3:38])([CH3:37])[C@@H:26]([OH:39])[CH2:25][CH2:24]3)[CH2:21][CH2:20]1)=[O:16].[CH3:48][C:49]1([CH3:56])[CH2:54][C:53](=[O:55])[O:52][C:50]1=[O:51], predict the reaction product. The product is: [CH3:1][C:2]1([CH3:47])[C@H:5]([C:6]([N:8]2[CH2:9][CH2:10][CH2:11][CH2:12][CH2:13]2)=[O:7])[CH2:4][C@@H:3]1[NH:14][C:15]([C@:17]12[CH2:43][CH2:42][C@@H:41]([C:44]([CH3:46])=[CH2:45])[C@@H:18]1[C@@H:19]1[C@@:32]([CH3:35])([CH2:33][CH2:34]2)[C@@:31]2([CH3:36])[C@@H:22]([C@:23]3([CH3:40])[C@@H:28]([CH2:29][CH2:30]2)[C:27]([CH3:37])([CH3:38])[C@@H:26]([O:39][C:53](=[O:55])[CH2:54][C:49]([CH3:56])([CH3:48])[C:50]([OH:52])=[O:51])[CH2:25][CH2:24]3)[CH2:21][CH2:20]1)=[O:16]. (2) The product is: [C:1]([CH:3]([C:9]([CH3:10])([CH3:11])[CH2:12][C:13]1[CH:18]=[CH:17][CH:16]=[CH:15][CH:14]=1)[C:4]([O:6][CH2:7][CH3:8])=[O:5])#[N:2]. Given the reactants [C:1]([C:3](=[C:9]([CH3:11])[CH3:10])[C:4]([O:6][CH2:7][CH3:8])=[O:5])#[N:2].[CH2:12]([Mg]Cl)[C:13]1[CH:18]=[CH:17][CH:16]=[CH:15][CH:14]=1.Cl, predict the reaction product.